This data is from Forward reaction prediction with 1.9M reactions from USPTO patents (1976-2016). The task is: Predict the product of the given reaction. (1) Given the reactants [NH2:1][C:2]1[CH:7]=[C:6]([O:8]C)[C:5]([O:10][CH3:11])=[CH:4][C:3]=1[C:12]([C:14]1[CH:19]=[CH:18][C:17]([CH:20]([CH3:22])[CH3:21])=[CH:16][CH:15]=1)=[O:13].C([S-])C.[Na+].CN(C=O)C.C(=O)(O)[O-], predict the reaction product. The product is: [NH2:1][C:2]1[CH:7]=[C:6]([OH:8])[C:5]([O:10][CH3:11])=[CH:4][C:3]=1[C:12]([C:14]1[CH:19]=[CH:18][C:17]([CH:20]([CH3:22])[CH3:21])=[CH:16][CH:15]=1)=[O:13]. (2) Given the reactants [CH3:1][C:2]1[CH:9]=[CH:8][C:5]([CH:6]=O)=[CH:4][C:3]=1[N+:10]([O-:12])=[O:11].[NH2:13][C:14]1[CH:32]=[CH:31][CH:30]=[CH:29][C:15]=1[C:16]([NH:18][C:19]1[CH:24]=[CH:23][C:22]([CH:25]([CH2:27][CH3:28])[CH3:26])=[CH:21][CH:20]=1)=[O:17], predict the reaction product. The product is: [CH:25]([C:22]1[CH:23]=[CH:24][C:19]([N:18]2[C:16](=[O:17])[C:15]3[C:14](=[CH:32][CH:31]=[CH:30][CH:29]=3)[N:13]=[C:6]2[C:5]2[CH:8]=[CH:9][C:2]([CH3:1])=[C:3]([N+:10]([O-:12])=[O:11])[CH:4]=2)=[CH:20][CH:21]=1)([CH2:27][CH3:28])[CH3:26]. (3) Given the reactants [F:1][C:2]1([F:16])[CH2:10][C:9]2[NH:8][C:7]([C:11]([O:13][CH2:14][CH3:15])=[O:12])=[CH:6][C:5]=2[CH2:4][CH2:3]1.[H-].[Na+].Br[CH2:20][C:21]#[N:22], predict the reaction product. The product is: [C:21]([CH2:20][N:8]1[C:9]2[CH2:10][C:2]([F:1])([F:16])[CH2:3][CH2:4][C:5]=2[CH:6]=[C:7]1[C:11]([O:13][CH2:14][CH3:15])=[O:12])#[N:22]. (4) Given the reactants ClC1C=CC(OC)=C(C2C=CC(CNS(C3C(C)=NN(C)C=3Cl)(=O)=O)=C(OC)C=2)C=1.FC(OC(=O)C)(F)F.[Cl:39][C:40]1[CH:41]=[C:42]([C:48]2[CH:55]=[CH:54][C:51]([CH2:52][NH2:53])=[CH:50][C:49]=2[O:56][CH3:57])[C:43]([O:46][CH3:47])=[N:44][CH:45]=1.[CH3:58][C:59]1[C:63]([S:64](Cl)(=[O:66])=[O:65])=[C:62]([CH3:68])[O:61][N:60]=1, predict the reaction product. The product is: [Cl:39][C:40]1[CH:41]=[C:42]([C:48]2[CH:55]=[CH:54][C:51]([CH2:52][NH:53][S:64]([C:63]3[C:59]([CH3:58])=[N:60][O:61][C:62]=3[CH3:68])(=[O:66])=[O:65])=[CH:50][C:49]=2[O:56][CH3:57])[C:43]([O:46][CH3:47])=[N:44][CH:45]=1. (5) Given the reactants [CH3:1][C:2]1([CH3:9])[O:6][C:5](=[O:7])[NH:4][C:3]1=[O:8].[N+:10]([C:13]1[CH:20]=[CH:19][CH:18]=[CH:17][C:14]=1[CH2:15]Cl)([O-:12])=[O:11].C(=O)([O-])[O-].[K+].[K+].CN(C)C=O, predict the reaction product. The product is: [CH3:1][C:2]1([CH3:9])[O:6][C:5](=[O:7])[N:4]([CH2:15][C:14]2[CH:17]=[CH:18][CH:19]=[CH:20][C:13]=2[N+:10]([O-:12])=[O:11])[C:3]1=[O:8].